This data is from Peptide-MHC class I binding affinity with 185,985 pairs from IEDB/IMGT. The task is: Regression. Given a peptide amino acid sequence and an MHC pseudo amino acid sequence, predict their binding affinity value. This is MHC class I binding data. The peptide sequence is QTNFKSLLR. The MHC is HLA-A03:01 with pseudo-sequence HLA-A03:01. The binding affinity (normalized) is 0.549.